From a dataset of Full USPTO retrosynthesis dataset with 1.9M reactions from patents (1976-2016). Predict the reactants needed to synthesize the given product. (1) Given the product [Br:1][C:2]1[CH:3]=[C:4]([NH:5][C:13](=[O:14])[CH2:12][C:11](=[O:10])[CH2:17][CH3:18])[CH:6]=[CH:7][C:8]=1[F:9], predict the reactants needed to synthesize it. The reactants are: [Br:1][C:2]1[CH:3]=[C:4]([CH:6]=[CH:7][C:8]=1[F:9])[NH2:5].[O:10]=[C:11]([CH2:17][CH3:18])[CH2:12][C:13](OC)=[O:14]. (2) Given the product [CH2:17]([CH:8]1[CH2:9][CH2:10][CH2:11][CH2:12][C:7]1=[O:13])[CH2:16][CH:15]=[CH2:14], predict the reactants needed to synthesize it. The reactants are: CC(C)([O-])C.[K+].[C:7]1(=[O:13])[CH2:12][CH2:11][CH2:10][CH2:9][CH2:8]1.[CH2:14](Br)[CH2:15][CH:16]=[CH2:17].CCOC(C)=O.